From a dataset of Full USPTO retrosynthesis dataset with 1.9M reactions from patents (1976-2016). Predict the reactants needed to synthesize the given product. (1) Given the product [I:1][C:2]1[CH:7]=[CH:6][N:5]=[C:4]([C:8]([CH3:13])([CH3:12])[C:9]([N:48]2[CH2:47][CH2:46][N:45]([C:51]([O:53][C:54]([CH3:57])([CH3:56])[CH3:55])=[O:52])[CH2:50][CH2:49]2)=[O:11])[CH:3]=1, predict the reactants needed to synthesize it. The reactants are: [I:1][C:2]1[CH:7]=[CH:6][N:5]=[C:4]([C:8]([CH3:13])([CH3:12])[C:9]([OH:11])=O)[CH:3]=1.F[B-](F)(F)F.N1(OC(=[N+](C)C)N(C)C)C2C=CC=CC=2N=N1.C(N(C(C)C)CC)(C)C.[N:45]1([C:51]([O:53][C:54]([CH3:57])([CH3:56])[CH3:55])=[O:52])[CH2:50][CH2:49][NH:48][CH2:47][CH2:46]1. (2) Given the product [Cl:1][C:2]1[CH:3]=[C:4]([N:9]([CH2:23][C:24]2[CH:29]=[CH:28][CH:27]=[CH:26][C:25]=2[CH3:30])[CH:10]2[CH2:14][CH2:13][NH:12][CH2:11]2)[CH:5]=[CH:6][C:7]=1[Cl:8], predict the reactants needed to synthesize it. The reactants are: [Cl:1][C:2]1[CH:3]=[C:4]([NH:9][CH:10]2[CH2:14][CH2:13][N:12](C(OC(C)(C)C)=O)[CH2:11]2)[CH:5]=[CH:6][C:7]=1[Cl:8].Br[CH2:23][C:24]1[CH:29]=[CH:28][CH:27]=[CH:26][C:25]=1[CH3:30]. (3) Given the product [F:1][C:2]1[CH:7]=[CH:6][C:5]([C:8]2[C:17]([N:18]3[CH2:19][CH2:20][CH2:21][CH2:22]3)=[N:16][C:15]3[C:10](=[CH:11][CH:12]=[C:13]([C:23]([OH:25])=[O:24])[CH:14]=3)[N:9]=2)=[CH:4][CH:3]=1, predict the reactants needed to synthesize it. The reactants are: [F:1][C:2]1[CH:7]=[CH:6][C:5]([C:8]2[C:17]([N:18]3[CH2:22][CH2:21][CH2:20][CH2:19]3)=[N:16][C:15]3[C:10](=[CH:11][CH:12]=[C:13]([C:23]([O:25]C)=[O:24])[CH:14]=3)[N:9]=2)=[CH:4][CH:3]=1.[OH-].[Na+].Cl. (4) Given the product [Br:19][C@@H:13]([C:5]1[CH:4]=[C:3]([C:2]([F:17])([F:16])[F:1])[CH:8]=[C:7]([C:9]([F:12])([F:11])[F:10])[CH:6]=1)[CH3:14], predict the reactants needed to synthesize it. The reactants are: [F:1][C:2]([F:17])([F:16])[C:3]1[CH:4]=[C:5]([C@@H:13](O)[CH3:14])[CH:6]=[C:7]([C:9]([F:12])([F:11])[F:10])[CH:8]=1.P(Br)(Br)[Br:19].Br. (5) Given the product [CH3:17][N:18]([CH3:19])[C:20]1[CH:29]=[CH:28][C:23]([CH:24]=[CH:25][CH:26]=[C:6]2[S:5][C:4](=[S:7])[N:3]([C:8]3[CH:9]=[CH:10][C:11]([C:12]([OH:14])=[O:13])=[CH:15][CH:16]=3)[C:2]2=[O:1])=[CH:22][CH:21]=1, predict the reactants needed to synthesize it. The reactants are: [O:1]=[C:2]1[CH2:6][S:5][C:4](=[S:7])[N:3]1[C:8]1[CH:16]=[CH:15][C:11]([C:12]([OH:14])=[O:13])=[CH:10][CH:9]=1.[CH3:17][N:18]([C:20]1[CH:29]=[CH:28][C:23]([CH:24]=[CH:25][CH:26]=O)=[CH:22][CH:21]=1)[CH3:19].N1CCCCC1.Cl. (6) Given the product [CH2:1]([S:8][C:9]1[CH:10]=[C:11]2[C:16](=[CH:17][CH:18]=1)[C:15]([Cl:22])=[N:14][CH:13]=[C:12]2[C:20]#[N:21])[C:2]1[CH:7]=[CH:6][CH:5]=[CH:4][CH:3]=1, predict the reactants needed to synthesize it. The reactants are: [CH2:1]([S:8][C:9]1[CH:10]=[C:11]2[C:16](=[CH:17][CH:18]=1)[C:15](=O)[NH:14][CH:13]=[C:12]2[C:20]#[N:21])[C:2]1[CH:7]=[CH:6][CH:5]=[CH:4][CH:3]=1.[Cl:22]CCCl.O=P(Cl)(Cl)Cl. (7) Given the product [CH:20]([C:10]1[NH:11][C:12]([C:13]2[CH:18]=[CH:17][CH:16]=[C:15]([CH3:19])[N:14]=2)=[C:8]([C:4]2[CH:3]=[C:2]([C:30]3[CH:31]=[CH:32][C:27]([S:24]([CH3:23])(=[O:26])=[O:25])=[CH:28][CH:29]=3)[CH:7]=[CH:6][CH:5]=2)[N:9]=1)([CH3:22])[CH3:21], predict the reactants needed to synthesize it. The reactants are: Br[C:2]1[CH:3]=[C:4]([C:8]2[N:9]=[C:10]([CH:20]([CH3:22])[CH3:21])[NH:11][C:12]=2[C:13]2[CH:18]=[CH:17][CH:16]=[C:15]([CH3:19])[N:14]=2)[CH:5]=[CH:6][CH:7]=1.[CH3:23][S:24]([C:27]1[CH:32]=[CH:31][C:30](B(O)O)=[CH:29][CH:28]=1)(=[O:26])=[O:25].